The task is: Predict the reaction yield, written as a fraction of the theoretical maximum amount of product (1.0 means a 100% yield; for example, 0.34 means a 34% yield).. This data is from Reaction yield outcomes from USPTO patents with 853,638 reactions. (1) The reactants are [C:1]([O:5][C:6]([NH:8][C@H:9]1[CH2:23][CH2:22][CH2:21][O:20][CH2:19][CH:18]=[CH:17][C@@H:16]2[CH2:24][C@@:15]2([C:25](O)=[O:26])[NH:14][C:13](=[O:28])[C@@H:12]2[CH2:29][C@@H:30]([O:32][C:33]([N:35]3[CH2:43][C:42]4[C:37](=[CH:38][CH:39]=[CH:40][C:41]=4[Cl:44])[CH2:36]3)=[O:34])[CH2:31][N:11]2[C:10]1=[O:45])=[O:7])([CH3:4])([CH3:3])[CH3:2].C(N1C=CN=C1)(N1C=CN=C1)=O.[CH:58]1([S:61]([NH2:64])(=[O:63])=[O:62])[CH2:60][CH2:59]1.N12CCCN=C1CCCCC2.S([O-])(O)(=O)=O.[K+]. The catalyst is C1(C)C=CC=CC=1.O. The product is [Cl:44][C:41]1[CH:40]=[CH:39][CH:38]=[C:37]2[C:42]=1[CH2:43][N:35]([C:33]([O:32][C@H:30]1[CH2:31][N:11]3[C@H:12]([C:13](=[O:28])[NH:14][C@:15]4([C:25](=[O:26])[NH:64][S:61]([CH:58]5[CH2:60][CH2:59]5)(=[O:63])=[O:62])[CH2:24][C@H:16]4[CH:17]=[CH:18][CH2:19][O:20][CH2:21][CH2:22][CH2:23][C@H:9]([NH:8][C:6]([O:5][C:1]([CH3:3])([CH3:4])[CH3:2])=[O:7])[C:10]3=[O:45])[CH2:29]1)=[O:34])[CH2:36]2. The yield is 0.460. (2) The reactants are CC([O:5][C:6]([C:8]1[N:9]([CH2:27][C:28]2[CH:29]=[C:30]([C:35]3[CH:40]=[CH:39][CH:38]=[C:37]([C:41]([OH:43])=O)[CH:36]=3)[CH:31]=[CH:32][C:33]=2[CH3:34])[C:10]2[C:15]([C:16]=1[C:17]1[CH:22]=[CH:21][C:20]([C:23]([CH3:26])([CH3:25])[CH3:24])=[CH:19][CH:18]=1)=[CH:14][CH:13]=[CH:12][CH:11]=2)=[O:7])(C)C.CCN=C=NCCCN(C)C.Cl.C1C=CC2N(O)N=NC=2C=1.[S:66]1[CH:70]=[CH:69][CH:68]=[C:67]1[CH2:71][NH2:72]. The catalyst is CN(C=O)C.CCOC(C)=O. The product is [CH3:25][C:23]([C:20]1[CH:21]=[CH:22][C:17]([C:16]2[C:15]3[C:10](=[CH:11][CH:12]=[CH:13][CH:14]=3)[N:9]([CH2:27][C:28]3[CH:29]=[C:30]([C:35]4[CH:40]=[CH:39][CH:38]=[C:37]([C:41]([NH:72][CH2:71][C:67]5[S:66][CH:70]=[CH:69][CH:68]=5)=[O:43])[CH:36]=4)[CH:31]=[CH:32][C:33]=3[CH3:34])[C:8]=2[C:6]([OH:5])=[O:7])=[CH:18][CH:19]=1)([CH3:26])[CH3:24]. The yield is 0.120. (3) The reactants are [OH:1][C@H:2]1[CH2:6][N:5]([C:7](=[O:28])[C@@H:8]([NH:20][C:21](=[O:27])[O:22][C:23]([CH3:26])([CH3:25])[CH3:24])[C@H:9]([CH2:17][O:18][CH3:19])[CH2:10][CH:11]([CH3:16])[CH2:12][CH2:13][CH:14]=[CH2:15])[C@H:4]([C:29](=[O:46])[NH:30][C@:31]2([C:36](=[O:45])[NH:37][S:38]([C:41]3([CH3:44])[CH2:43][CH2:42]3)(=[O:40])=[O:39])[CH2:33][C@H:32]2C=C)[CH2:3]1. The catalyst is ClCCCl.CC1C=C(C)C(N2C(=[Ru](Cl)(Cl)=CC3C=CC=CC=3OC(C)C)N(C3C(C)=CC(C)=CC=3C)CC2)=C(C)C=1. The product is [OH:1][C@H:2]1[CH2:6][N:5]2[C:7](=[O:28])[C@@H:8]([NH:20][C:21](=[O:27])[O:22][C:23]([CH3:25])([CH3:24])[CH3:26])[C@H:9]([CH2:17][O:18][CH3:19])[CH2:10][CH:11]([CH3:16])[CH2:12][CH2:13][CH:14]=[CH:15][C@@H:33]3[CH2:32][C@@:31]3([C:36](=[O:45])[NH:37][S:38]([C:41]3([CH3:44])[CH2:42][CH2:43]3)(=[O:39])=[O:40])[NH:30][C:29](=[O:46])[C@@H:4]2[CH2:3]1. The yield is 0.760. (4) The reactants are [CH3:1][C:2]([N:10]1[CH:14]=[C:13]([C:15]2[CH:20]=[CH:19][N:18]=[C:17]3[N:21](COCC[Si](C)(C)C)[CH:22]=[CH:23][C:16]=23)[CH:12]=[N:11]1)([CH3:9])[CH2:3][C:4]([O:6][CH2:7][CH3:8])=[O:5].[C:32]([OH:38])([C:34]([F:37])([F:36])[F:35])=[O:33]. No catalyst specified. The product is [F:35][C:34]([F:37])([F:36])[C:32]([OH:38])=[O:33].[CH3:9][C:2]([N:10]1[CH:14]=[C:13]([C:15]2[CH:20]=[CH:19][N:18]=[C:17]3[NH:21][CH:22]=[CH:23][C:16]=23)[CH:12]=[N:11]1)([CH3:1])[CH2:3][C:4]([O:6][CH2:7][CH3:8])=[O:5]. The yield is 0.260. (5) The reactants are [CH3:1][C:2]1([CH3:14])[C:6]([CH3:8])([CH3:7])[O:5][B:4]([C:9]2[CH:10]=[N:11][NH:12][CH:13]=2)[O:3]1.[CH3:15][O:16][C:17](=[O:22])[C:18](Br)([CH3:20])[CH3:19].C([O-])([O-])=O.[Cs+].[Cs+]. The catalyst is CN(C=O)C. The product is [CH3:15][O:16][C:17](=[O:22])[C:18]([CH3:20])([N:12]1[CH:13]=[C:9]([B:4]2[O:5][C:6]([CH3:7])([CH3:8])[C:2]([CH3:14])([CH3:1])[O:3]2)[CH:10]=[N:11]1)[CH3:19]. The yield is 0.630. (6) The reactants are [Br:1][C:2]1[CH:13]=[C:6]2[C:7]([O:9]C(=O)[NH:11][C:5]2=[CH:4][CH:3]=1)=O.Cl.[NH2:15][CH:16]1[CH2:21][CH2:20][C:19](=[O:22])[NH:18][C:17]1=[O:23].C(N(CC)CC)C.C(O)(=O)C. The catalyst is C(#N)C. The product is [NH2:11][C:5]1[CH:4]=[CH:3][C:2]([Br:1])=[CH:13][C:6]=1[C:7]([NH:15][CH:16]1[CH2:21][CH2:20][C:19](=[O:22])[NH:18][C:17]1=[O:23])=[O:9]. The yield is 0.720. (7) The reactants are C(OC(=O)[NH:7][C@H:8]1[CH2:13][CH2:12][C@H:11]([CH2:14][CH2:15][N:16]2[CH2:21][CH2:20][N:19]([C:22]3[C:27]([Cl:28])=[C:26]([Cl:29])[N:25]=[C:24]([NH:30][CH3:31])[N:23]=3)[CH2:18][CH2:17]2)[CH2:10][CH2:9]1)(C)(C)C.[ClH:33]. The catalyst is C(OC(=O)C)C. The product is [ClH:28].[ClH:33].[ClH:28].[NH2:7][C@H:8]1[CH2:13][CH2:12][C@H:11]([CH2:14][CH2:15][N:16]2[CH2:17][CH2:18][N:19]([C:22]3[C:27]([Cl:28])=[C:26]([Cl:29])[N:25]=[C:24]([NH:30][CH3:31])[N:23]=3)[CH2:20][CH2:21]2)[CH2:10][CH2:9]1. The yield is 0.990. (8) The reactants are [Cl:1][C:2]1[CH:3]=[C:4]([C:8]2[C:17]3[C:12](=[CH:13][CH:14]=[C:15]([C:18](=[O:27])[C:19]4[CH:24]=[CH:23][C:22]([O:25][CH3:26])=[CH:21][CH:20]=4)[CH:16]=3)[NH:11][C:10](=O)[N:9]=2)[CH:5]=[CH:6][CH:7]=1.P(Cl)(Cl)([Cl:31])=O. No catalyst specified. The product is [Cl:31][C:10]1[N:9]=[C:8]([C:4]2[CH:5]=[CH:6][CH:7]=[C:2]([Cl:1])[CH:3]=2)[C:17]2[C:12](=[CH:13][CH:14]=[C:15]([C:18]([C:19]3[CH:24]=[CH:23][C:22]([O:25][CH3:26])=[CH:21][CH:20]=3)=[O:27])[CH:16]=2)[N:11]=1. The yield is 0.870. (9) The reactants are [CH3:1][O:2][C:3]([C:5]1([C:10]#[N:11])[CH2:9][CH2:8][CH2:7][CH2:6]1)=[O:4]. The catalyst is C(O)(=O)C. The product is [CH3:1][O:2][C:3]([C:5]1([CH2:10][NH2:11])[CH2:6][CH2:7][CH2:8][CH2:9]1)=[O:4]. The yield is 1.00.